Dataset: Catalyst prediction with 721,799 reactions and 888 catalyst types from USPTO. Task: Predict which catalyst facilitates the given reaction. Reactant: [CH2:1]([O:5][C:6]([N:8]1[CH2:13][CH2:12][N:11]([C:14](=[O:31])[C@@H:15]([NH:20]C(OCC2C=CC=CC=2)=O)[CH2:16][CH:17]([F:19])[F:18])[CH2:10][CH2:9]1)=[O:7])[CH2:2][CH2:3][CH3:4]. The catalyst class is: 78. Product: [CH2:1]([O:5][C:6]([N:8]1[CH2:13][CH2:12][N:11]([C:14](=[O:31])[C@@H:15]([NH2:20])[CH2:16][CH:17]([F:18])[F:19])[CH2:10][CH2:9]1)=[O:7])[CH2:2][CH2:3][CH3:4].